From a dataset of Full USPTO retrosynthesis dataset with 1.9M reactions from patents (1976-2016). Predict the reactants needed to synthesize the given product. (1) Given the product [Cl:57][C:58]1[CH:59]=[C:60]([CH:75]=[CH:76][C:77]=1[O:78][CH:79]([CH3:81])[CH3:80])[C:6]([NH:5][C@@H:9]([CH2:22][C:23]1[CH:24]=[CH:25][C:26]([C:29]2[N:30]=[C:31]3[C:36]([CH:37]([OH:39])[CH3:38])=[CH:35][CH:34]=[CH:33][N:32]3[CH:40]=2)=[CH:27][CH:28]=1)[CH2:10][N:11]1[C:12](=[O:21])[C:13]2[C:18](=[CH:17][CH:16]=[CH:15][CH:14]=2)[C:19]1=[O:20])=[O:8], predict the reactants needed to synthesize it. The reactants are: CC([N:5]([C@@H:9]([CH2:22][C:23]1[CH:28]=[CH:27][C:26]([C:29]2[N:30]=[C:31]3[C:36]([CH:37]([OH:39])[CH3:38])=[CH:35][CH:34]=[CH:33][N:32]3[CH:40]=2)=[CH:25][CH:24]=1)[CH2:10][N:11]1[C:19](=[O:20])[C:18]2[C:13](=[CH:14][CH:15]=[CH:16][CH:17]=2)[C:12]1=[O:21])[C:6](=[O:8])[O-])(C)C.Cl.O1CCOCC1.C(N(CC)C(C)C)(C)C.[Cl:57][C:58]1[CH:59]=[C:60]([CH:75]=[CH:76][C:77]=1[O:78][CH:79]([CH3:81])[CH3:80])C(OC1C(F)=C(F)C(F)=C(F)C=1F)=O. (2) Given the product [F:13][C:14]1[CH:19]=[CH:18][CH:17]=[CH:16][C:15]=1[C:2]1[CH:7]=[C:6]([C:32]2[CH:31]=[CH:17][CH:16]=[CH:15][C:14]=2[F:13])[C:5]([O:9][CH3:10])=[CH:4][C:3]=1[O:11][CH3:12], predict the reactants needed to synthesize it. The reactants are: Br[C:2]1[CH:7]=[C:6](Br)[C:5]([O:9][CH3:10])=[CH:4][C:3]=1[O:11][CH3:12].[F:13][C:14]1[CH:19]=[CH:18][CH:17]=[CH:16][C:15]=1B(O)O.C(=O)([O-])[O-].[Na+].[Na+].CO[CH2:31][CH2:32]OC.